Dataset: Blood-brain barrier permeability classification from the B3DB database. Task: Regression/Classification. Given a drug SMILES string, predict its absorption, distribution, metabolism, or excretion properties. Task type varies by dataset: regression for continuous measurements (e.g., permeability, clearance, half-life) or binary classification for categorical outcomes (e.g., BBB penetration, CYP inhibition). Dataset: b3db_classification. (1) The molecule is CC[C@@H](C)n1ncn(-c2ccc(N3CCN(c4ccc(OC[C@@H]5CO[C@@](CSc6nncn6C)(c6ccc(Cl)cc6)O5)cc4)CC3)cc2)c1=O. The result is 1 (penetrates BBB). (2) The drug is CC(C)(C)c1ccc(OC(F)(F)F)c(CNC2CCCNC2c2ccccc2)c1. The result is 1 (penetrates BBB). (3) The drug is CN1C(=O)CC(=O)N(c2ccccc2)c2cc(C(F)(F)F)ccc21. The result is 1 (penetrates BBB). (4) The molecule is O=C(N/N=C/c1ccc([N+](=O)[O-])o1)c1ccc(O)cc1. The result is 0 (does not penetrate BBB). (5) The molecule is CCCCN1[C@H]2CC[C@@H]1CC(OC(c1ccc(F)cc1)c1ccc(F)cc1)C2. The result is 1 (penetrates BBB). (6) The result is 0 (does not penetrate BBB). The drug is CON=C(C(=O)NC1C(=O)N2C(C(=O)O)=C(CSc3nc(C)c(CC(=O)O)s3)CSC12)c1csc(N)n1.